Predict the reaction yield, written as a fraction of the theoretical maximum amount of product (1.0 means a 100% yield; for example, 0.34 means a 34% yield). From a dataset of Reaction yield outcomes from USPTO patents with 853,638 reactions. (1) The reactants are C[O:2][C:3](=[O:27])/[C:4](/[C:11]1[CH:16]=[CH:15][C:14]([N:17]2[C:21]([CH3:22])=[N:20][N:19]=[N:18]2)=[C:13]([C:23]([F:26])([F:25])[F:24])[CH:12]=1)=[CH:5]/[CH:6]1[CH2:10][CH2:9][CH2:8][CH2:7]1.[OH-].[Na+]. The catalyst is C(O)C. The product is [CH:6]1(/[CH:5]=[C:4](\[C:11]2[CH:16]=[CH:15][C:14]([N:17]3[C:21]([CH3:22])=[N:20][N:19]=[N:18]3)=[C:13]([C:23]([F:24])([F:26])[F:25])[CH:12]=2)/[C:3]([OH:27])=[O:2])[CH2:10][CH2:9][CH2:8][CH2:7]1. The yield is 0.900. (2) The reactants are [CH3:1][C:2]1[C:3]([C:25]([O:27]CC)=[O:26])=[C:4]2[CH:9]=[CH:8][CH:7]=[N:6][N:5]2[C:10]=1[CH:11]([CH:13]1[CH2:18][CH2:17][N:16]([CH2:19][CH2:20][C:21]([F:24])([F:23])[F:22])[CH2:15][CH2:14]1)[CH3:12].[OH-].[Li+].C1COCC1.Cl. The catalyst is CO.CCOC(C)=O.O. The product is [CH3:1][C:2]1[C:3]([C:25]([OH:27])=[O:26])=[C:4]2[CH:9]=[CH:8][CH:7]=[N:6][N:5]2[C:10]=1[CH:11]([CH:13]1[CH2:18][CH2:17][N:16]([CH2:19][CH2:20][C:21]([F:24])([F:23])[F:22])[CH2:15][CH2:14]1)[CH3:12]. The yield is 0.860.